The task is: Predict the reactants needed to synthesize the given product.. This data is from Full USPTO retrosynthesis dataset with 1.9M reactions from patents (1976-2016). (1) Given the product [CH3:1][C:2]1[O:6][N:5]=[C:4]([C:7]2[CH:8]=[CH:9][CH:10]=[CH:11][CH:12]=2)[C:3]=1[C:13]1[CH:14]=[CH:15][C:16]([O:19][CH2:20][CH2:21][OH:22])=[CH:17][CH:18]=1, predict the reactants needed to synthesize it. The reactants are: [CH3:1][C:2]1[O:6][N:5]=[C:4]([C:7]2[CH:12]=[CH:11][CH:10]=[CH:9][CH:8]=2)[C:3]=1[C:13]1[CH:18]=[CH:17][C:16]([O:19][CH2:20][CH2:21][O:22]C2CCCCO2)=[CH:15][CH:14]=1. (2) Given the product [F:2][C:3]1[CH:4]=[C:5]([N:10]2[C:15]3[N:16]=[CH:17][C:18]([F:20])=[CH:19][C:14]=3[C:13](=[O:21])[N:12]([CH:22]3[CH2:23][CH2:24][N:25]([C:38]([C:31]4[C:32]5[C:37](=[CH:36][CH:35]=[CH:34][CH:33]=5)[NH:29][N:30]=4)=[O:39])[CH2:26][CH2:27]3)[C:11]2=[O:28])[CH:6]=[CH:7][C:8]=1[F:9], predict the reactants needed to synthesize it. The reactants are: Cl.[F:2][C:3]1[CH:4]=[C:5]([N:10]2[C:15]3[N:16]=[CH:17][C:18]([F:20])=[CH:19][C:14]=3[C:13](=[O:21])[N:12]([CH:22]3[CH2:27][CH2:26][NH:25][CH2:24][CH2:23]3)[C:11]2=[O:28])[CH:6]=[CH:7][C:8]=1[F:9].[NH:29]1[C:37]2[C:32](=[CH:33][CH:34]=[CH:35][CH:36]=2)[C:31]([C:38](O)=[O:39])=[N:30]1.CN(C(ON1N=NC2C=CC=NC1=2)=[N+](C)C)C.F[P-](F)(F)(F)(F)F.C1C=NC2N(O)N=NC=2C=1.CCN(C(C)C)C(C)C. (3) Given the product [C:35]1([C@H:41]([NH:44][C:10]([C:7]2[CH:8]=[CH:9][N:5]3[CH2:4][CH2:3][O:2][CH2:1][C:6]=23)=[O:12])[CH2:42][CH3:43])[CH:40]=[CH:39][CH:38]=[CH:37][CH:36]=1, predict the reactants needed to synthesize it. The reactants are: [CH2:1]1[C:6]2=[C:7]([C:10]([OH:12])=O)[CH:8]=[CH:9][N:5]2[CH2:4][CH2:3][O:2]1.ON1C2C=CC=CC=2N=N1.Cl.C(N=C=NCCCN(C)C)C.[C:35]1([C@H:41]([NH2:44])[CH2:42][CH3:43])[CH:40]=[CH:39][CH:38]=[CH:37][CH:36]=1.